From a dataset of Forward reaction prediction with 1.9M reactions from USPTO patents (1976-2016). Predict the product of the given reaction. (1) Given the reactants Cl[C:2]1[CH:11]=[CH:10][C:5]([C:6]([O:8][CH3:9])=[O:7])=[CH:4][C:3]=1[N+:12]([O-:14])=[O:13].CCN(C(C)C)C(C)C.[F:24][CH2:25][CH2:26][NH2:27], predict the reaction product. The product is: [CH3:9][O:8][C:6](=[O:7])[C:5]1[CH:10]=[CH:11][C:2]([NH:27][CH2:26][CH2:25][F:24])=[C:3]([N+:12]([O-:14])=[O:13])[CH:4]=1. (2) Given the reactants [NH2:1][C:2]1[C:7]([C:8]([C:10]2[C:15]([O:16][CH3:17])=[CH:14][CH:13]=[C:12]([F:18])[C:11]=2[F:19])=[O:9])=[CH:6][N:5]=[C:4]([NH:20][CH:21]2[CH2:26][CH2:25][N:24]([S:27]([CH2:30][CH2:31][CH2:32]Cl)(=[O:29])=[O:28])[CH2:23][CH2:22]2)[N:3]=1.[NH2:34][C@H:35]([CH3:38])[CH2:36][OH:37], predict the reaction product. The product is: [NH2:1][C:2]1[C:7]([C:8]([C:10]2[C:15]([O:16][CH3:17])=[CH:14][CH:13]=[C:12]([F:18])[C:11]=2[F:19])=[O:9])=[CH:6][N:5]=[C:4]([NH:20][CH:21]2[CH2:26][CH2:25][N:24]([S:27]([CH2:30][CH2:31][CH2:32][NH:34][C@H:35]([CH3:38])[CH2:36][OH:37])(=[O:29])=[O:28])[CH2:23][CH2:22]2)[N:3]=1.